From a dataset of Reaction yield outcomes from USPTO patents with 853,638 reactions. Predict the reaction yield, written as a fraction of the theoretical maximum amount of product (1.0 means a 100% yield; for example, 0.34 means a 34% yield). (1) The reactants are [NH:1]1[CH2:11][CH2:10][CH2:9][CH:3](C(OCC)=O)[CH2:2]1.Br[CH2:13][CH2:14][Cl:15].[C:16]([O-:19])([O-])=[O:17].[K+].[K+].[CH3:22][C:23](C)=O. No catalyst specified. The product is [Cl:15][CH2:14][CH2:13][N:1]1[CH2:2][CH2:3][CH:9]([C:16]([O:19][CH2:22][CH3:23])=[O:17])[CH2:10][CH2:11]1. The yield is 0.386. (2) The reactants are [C:1]1([N:7]([C:23]2[CH:28]=[CH:27][C:26]([CH3:29])=[CH:25][CH:24]=2)[C:8]2[CH:13]=[CH:12][C:11]([C:14]3[CH:19]=[CH:18][C:17]([CH2:20][CH2:21][CH3:22])=[CH:16][CH:15]=3)=[CH:10][CH:9]=2)[CH:6]=[CH:5][CH:4]=[CH:3][CH:2]=1.[CH3:30]N(C=O)C.P(Cl)(Cl)(Cl)=O.[OH2:40]. The catalyst is C1(C)C=CC=CC=1. The product is [CH2:20]([C:17]1[CH:18]=[CH:19][C:14]([C:11]2[CH:12]=[CH:13][C:8]([N:7]([C:1]3[CH:2]=[CH:3][C:4]([CH3:30])=[CH:5][CH:6]=3)[C:23]3[CH:24]=[CH:25][C:26]([CH:29]=[O:40])=[CH:27][CH:28]=3)=[CH:9][CH:10]=2)=[CH:15][CH:16]=1)[CH2:21][CH3:22]. The yield is 0.967. (3) The reactants are [CH3:1][O:2][C:3]1[C:8]([O:9][CH3:10])=[CH:7][CH:6]=[CH:5][C:4]=1[C@H:11]([CH:13]1[CH2:18][CH2:17][N:16]([CH2:19][CH2:20][C:21]2[CH:26]=[CH:25][C:24]([F:27])=[CH:23][CH:22]=2)[CH2:15][CH2:14]1)[OH:12].O.Cl.[OH-].[Na+]. The catalyst is C(COC)OC. The product is [CH3:1][O:2][C:3]1[C:8]([O:9][CH3:10])=[CH:7][CH:6]=[CH:5][C:4]=1[CH:11]([CH:13]1[CH2:14][CH2:15][N:16]([CH2:19][CH2:20][C:21]2[CH:26]=[CH:25][C:24]([F:27])=[CH:23][CH:22]=2)[CH2:17][CH2:18]1)[OH:12]. The yield is 0.697. (4) The reactants are [F:1][C:2]1[CH:15]=[C:14]([N+:16]([O-:18])=[O:17])[CH:13]=[CH:12][C:3]=1[O:4][C:5]1[CH:10]=[CH:9][N:8]=[C:7]([NH2:11])[CH:6]=1.C(N(CC)CC)C.Cl[C:27](OC1C=CC=CC=1)=[O:28].[NH:36]1[CH2:41][CH2:40][O:39][CH2:38][CH2:37]1. The catalyst is O1CCCC1.C(OCC)C.CN(C)C=O. The product is [F:1][C:2]1[CH:15]=[C:14]([N+:16]([O-:18])=[O:17])[CH:13]=[CH:12][C:3]=1[O:4][C:5]1[CH:10]=[CH:9][N:8]=[C:7]([NH:11][C:27]([N:36]2[CH2:41][CH2:40][O:39][CH2:38][CH2:37]2)=[O:28])[CH:6]=1. The yield is 0.648. (5) The yield is 0.884. The product is [CH2:1]([N:8]1[CH2:12][CH2:11][CH:10]([NH:13][CH2:16][CH2:15][C:14]#[N:17])[CH2:9]1)[C:2]1[CH:3]=[CH:4][CH:5]=[CH:6][CH:7]=1. The catalyst is CO. The reactants are [CH2:1]([N:8]1[CH2:12][CH2:11][CH:10]([NH2:13])[CH2:9]1)[C:2]1[CH:7]=[CH:6][CH:5]=[CH:4][CH:3]=1.[C:14](#[N:17])[CH:15]=[CH2:16].